From a dataset of Catalyst prediction with 721,799 reactions and 888 catalyst types from USPTO. Predict which catalyst facilitates the given reaction. (1) Reactant: [NH2:1][C:2]1[C:10]2[C:5](=[N:6][C:7]([C:11]3[CH:12]=[C:13]([CH:20]=[CH:21][C:22]=3[CH3:23])[C:14]([NH:16][CH:17]3[CH2:19][CH2:18]3)=[O:15])=[CH:8][CH:9]=2)[NH:4][N:3]=1.[C:24](Cl)(=[O:33])[C:25]1[CH:30]=[CH:29][C:28]([O:31][CH3:32])=[CH:27][CH:26]=1. Product: [CH:17]1([NH:16][C:14](=[O:15])[C:13]2[CH:20]=[CH:21][C:22]([CH3:23])=[C:11]([C:7]3[N:6]=[C:5]4[NH:4][N:3]=[C:2]([NH:1][C:24]([C:25]5[CH:30]=[CH:29][C:28]([O:31][CH3:32])=[CH:27][CH:26]=5)=[O:33])[C:10]4=[CH:9][CH:8]=3)[CH:12]=2)[CH2:18][CH2:19]1. The catalyst class is: 17. (2) Reactant: [C:1]([O:5][C:6]([N:8]1[CH:13]([C:14]([O:16][C:17]([CH3:20])([CH3:19])[CH3:18])=[O:15])[CH2:12][CH2:11][CH:10]([C:21](O)=[O:22])[CH2:9]1)=[O:7])([CH3:4])([CH3:3])[CH3:2].[Li].C[Si](N[Si](C)(C)C)(C)C.[C:34]([O:37][CH2:38][CH3:39])(=[O:36])[CH3:35]. Product: [CH2:38]([O:37][C:34](=[O:36])[CH2:35][C:21]([CH:10]1[CH2:9][N:8]([C:6]([O:5][C:1]([CH3:4])([CH3:2])[CH3:3])=[O:7])[CH:13]([C:14]([O:16][C:17]([CH3:20])([CH3:19])[CH3:18])=[O:15])[CH2:12][CH2:11]1)=[O:22])[CH3:39]. The catalyst class is: 1. (3) Reactant: C([O:3][C:4]([CH2:6][O:7][C:8]1[CH:13]=[CH:12][C:11]([C:14]2[CH:19]=[CH:18][C:17]([C:20]([O:22][CH2:23][CH3:24])=[O:21])=[CH:16][CH:15]=2)=[CH:10][CH:9]=1)=O)C.[BH4-].[Na+].O1CCCC1.C(O)C. Product: [OH:3][CH2:4][CH2:6][O:7][C:8]1[CH:9]=[CH:10][C:11]([C:14]2[CH:19]=[CH:18][C:17]([C:20]([O:22][CH2:23][CH3:24])=[O:21])=[CH:16][CH:15]=2)=[CH:12][CH:13]=1. The catalyst class is: 5. (4) Reactant: [NH2:1][C:2]1[CH:3]=[CH:4][C:5]([CH3:9])=[C:6]([OH:8])[CH:7]=1.[OH-:10].[Na+].[Cl-]. Product: [OH:8][C:6]1[CH:7]=[C:2]([NH:1][C:4](=[O:10])[CH:5]([CH3:9])[CH3:6])[CH:3]=[CH:4][C:5]=1[CH3:9]. The catalyst class is: 4. (5) Reactant: C(N(CC)CC)C.C(O)=O.[C:11]([O:15][C:16]([C:18]1[CH:23]=[CH:22][C:21]([CH2:24][CH2:25][C:26]([CH2:39][C:40]2[CH:45]=[CH:44][C:43]([C:46]([O:48][CH3:49])=[O:47])=[CH:42][CH:41]=2)(C(OCC=C)=O)[C:27]([O:29]CC=C)=[O:28])=[CH:20][CH:19]=1)=[O:17])([CH3:14])([CH3:13])[CH3:12].C1(P(C2C=CC=CC=2)C2C=CC=CC=2)C=CC=CC=1. Product: [C:11]([O:15][C:16]([C:18]1[CH:19]=[CH:20][C:21]([CH2:24][CH2:25][CH:26]([CH2:39][C:40]2[CH:45]=[CH:44][C:43]([C:46]([O:48][CH3:49])=[O:47])=[CH:42][CH:41]=2)[C:27]([OH:29])=[O:28])=[CH:22][CH:23]=1)=[O:17])([CH3:13])([CH3:14])[CH3:12]. The catalyst class is: 160. (6) Reactant: N#N.[NH:3]1[C:7]2[CH:8]=[CH:9][CH:10]=[CH:11][C:6]=2[N:5]=[C:4]1[CH:12]([NH:22]C(=O)OC(C)(C)C)[CH2:13][C:14]1[CH:19]=[CH:18][C:17]([O:20][CH3:21])=[CH:16][CH:15]=1.Cl.C([O-])(O)=O.[Na+]. Product: [NH:3]1[C:7]2[CH:8]=[CH:9][CH:10]=[CH:11][C:6]=2[N:5]=[C:4]1[CH:12]([NH2:22])[CH2:13][C:14]1[CH:19]=[CH:18][C:17]([O:20][CH3:21])=[CH:16][CH:15]=1. The catalyst class is: 135. (7) Reactant: CC1(C)COB([C:8]2[CH:9]=[C:10]([C@@H:14]([NH:18][C:19](=[O:25])[O:20][C:21]([CH3:24])([CH3:23])[CH3:22])[CH2:15][CH:16]=[CH2:17])[CH:11]=[CH:12][CH:13]=2)OC1.Br[C:28]1[C:33]([NH2:34])=[CH:32][CH:31]=[C:30]([CH3:35])[N:29]=1.C([O-])([O-])=O.[Na+].[Na+]. Product: [NH2:34][C:33]1[C:28]([C:8]2[CH:9]=[C:10]([C@@H:14]([NH:18][C:19](=[O:25])[O:20][C:21]([CH3:22])([CH3:23])[CH3:24])[CH2:15][CH:16]=[CH2:17])[CH:11]=[CH:12][CH:13]=2)=[N:29][C:30]([CH3:35])=[CH:31][CH:32]=1. The catalyst class is: 203. (8) Reactant: [F:1][C:2]1[CH:3]=[C:4]([C:9]2[CH:14]=[CH:13][C:12]([C:15]3[CH:20]=[CH:19][C:18]([CH2:21][CH2:22][CH3:23])=[CH:17][CH:16]=3)=[CH:11][C:10]=2[F:24])[CH:5]=[C:6]([F:8])[CH:7]=1.C([Li])CCC.CCCCCC.B(OC)(OC)[O:37]C.Cl. Product: [F:1][C:2]1[CH:3]=[C:4]([C:9]2[CH:14]=[CH:13][C:12]([C:15]3[CH:20]=[CH:19][C:18]([CH2:21][CH2:22][CH3:23])=[CH:17][CH:16]=3)=[CH:11][C:10]=2[F:24])[CH:5]=[C:6]([F:8])[C:7]=1[OH:37]. The catalyst class is: 1. (9) Reactant: C(OC(=O)[NH:7][C@@H:8]([C:11]1[CH:16]=[CH:15][C:14]([Cl:17])=[C:13]([C:18]([C:20]2[CH:21]=[N:22][CH:23]=[CH:24][CH:25]=2)=[O:19])[C:12]=1[F:26])[CH2:9][CH3:10])(C)(C)C.Cl.O1CCOCC1. Product: [NH2:7][C@@H:8]([C:11]1[C:12]([F:26])=[C:13]([C:18]([C:20]2[CH:21]=[N:22][CH:23]=[CH:24][CH:25]=2)=[O:19])[C:14]([Cl:17])=[CH:15][CH:16]=1)[CH2:9][CH3:10]. The catalyst class is: 2. (10) Reactant: [CH3:1][O:2][C:3]([C:5]1[CH:6]=[C:7]2[C:11](=[CH:12][CH:13]=1)[NH:10][CH:9]=[C:8]2[CH2:14][C:15]#[N:16])=[O:4].[C:17](O[C:17]([O:19][C:20]([CH3:23])([CH3:22])[CH3:21])=[O:18])([O:19][C:20]([CH3:23])([CH3:22])[CH3:21])=[O:18]. Product: [CH3:1][O:2][C:3]([C:5]1[CH:6]=[C:7]2[C:11](=[CH:12][CH:13]=1)[N:10]([C:17]([O:19][C:20]([CH3:23])([CH3:22])[CH3:21])=[O:18])[CH:9]=[C:8]2[CH2:14][C:15]#[N:16])=[O:4]. The catalyst class is: 112.